This data is from Experimentally validated miRNA-target interactions with 360,000+ pairs, plus equal number of negative samples. The task is: Binary Classification. Given a miRNA mature sequence and a target amino acid sequence, predict their likelihood of interaction. The miRNA is hsa-miR-6838-5p with sequence AAGCAGCAGUGGCAAGACUCCU. The protein sequence of the target gene is MKLNLVQIFFMLLMLLLGLGMGLGLGLHMATAVLEESDQPLNEFWSSDSQDKAEATEEGDGTQTTETLVLSNKEVVQPGWPEDPILGEDEVGGNKMLRASALFQSNKDYLRLDQTDRECNDMMAHKMKEPSQSCIAQYAFIHEDLNTVKAVCNSPVIACELKGGKCHKSSRPFDLTLCELSQPDQVTPNCNYLTSVIKKHIIITCNDMKRQLPTGQ. Result: 0 (no interaction).